Dataset: Full USPTO retrosynthesis dataset with 1.9M reactions from patents (1976-2016). Task: Predict the reactants needed to synthesize the given product. (1) Given the product [OH:16][C:6]1[C:5]([OH:4])=[CH:10][C:9]([C:11]#[N:12])=[C:8]([C:26]2[CH:25]=[CH:24][CH:23]=[C:22]([C:20]#[N:21])[CH:27]=2)[C:7]=1[C:14]#[N:15], predict the reactants needed to synthesize it. The reactants are: C([O:4][C:5]1[CH:10]=[C:9]([C:11]#[N:12])[C:8](Br)=[C:7]([C:14]#[N:15])[C:6]=1[O:16]C(=O)C)(=O)C.[C:20]([C:22]1[CH:23]=[C:24](B(O)O)[CH:25]=[CH:26][CH:27]=1)#[N:21]. (2) Given the product [CH3:1][NH:2][C:3]([C:5]1[C:6]2[CH:16]=[CH:15][C:14]([OH:17])=[CH:13][C:7]=2[O:8][C:9]=1[CH:10]([CH3:12])[CH3:11])=[O:4], predict the reactants needed to synthesize it. The reactants are: [CH3:1][NH:2][C:3]([C:5]1[C:6]2[CH:16]=[CH:15][C:14]([O:17]C)=[CH:13][C:7]=2[O:8][C:9]=1[CH:10]([CH3:12])[CH3:11])=[O:4].B(Br)(Br)Br. (3) Given the product [NH2:16][C:11]1[CH:12]=[CH:13][C:14]([F:15])=[C:9]([C@:6]2([CH3:8])[CH2:5][N:4]3[CH:22]=[C:23]([Cl:25])[N:24]=[C:3]3[C:2]([NH2:1])=[N:7]2)[CH:10]=1, predict the reactants needed to synthesize it. The reactants are: [NH2:1][C:2]1[C:3]2[N:4]([CH:22]=[C:23]([Cl:25])[N:24]=2)[CH2:5][C@:6]([C:9]2[CH:10]=[C:11]([NH:16]C(=O)OCC)[CH:12]=[CH:13][C:14]=2[F:15])([CH3:8])[N:7]=1.S(=O)(=O)(O)O.C(O)(=O)C.C([O-])([O-])=O.[Na+].[Na+]. (4) Given the product [CH2:1]([P:3]([CH2:10][CH:11]([CH3:14])[CH2:12][OH:13])(=[O:4])[OH:9])[CH3:2], predict the reactants needed to synthesize it. The reactants are: [CH2:1]([P:3]([CH2:10][CH:11]([CH3:14])[CH2:12][OH:13])(=[O:9])[O:4]CCCC)[CH3:2].O. (5) Given the product [CH3:56][O:57][CH2:58][CH2:59][O:1][C:2]1[CH:3]=[C:4]2[N:10]([CH2:11][O:12][CH2:13][CH2:14][Si:15]([CH3:18])([CH3:17])[CH3:16])[C:9]([C:19]3[CH:24]=[CH:23][N:22]=[C:21]([NH:25][C:26](=[O:28])[CH3:27])[CH:20]=3)=[C:8]([C:29]3[CH:34]=[CH:33][C:32]([O:35][CH3:36])=[CH:31][N:30]=3)[C:5]2=[N:6][CH:7]=1, predict the reactants needed to synthesize it. The reactants are: [OH:1][C:2]1[CH:3]=[C:4]2[N:10]([CH2:11][O:12][CH2:13][CH2:14][Si:15]([CH3:18])([CH3:17])[CH3:16])[C:9]([C:19]3[CH:24]=[CH:23][N:22]=[C:21]([NH:25][C:26](=[O:28])[CH3:27])[CH:20]=3)=[C:8]([C:29]3[CH:34]=[CH:33][C:32]([O:35][CH3:36])=[CH:31][N:30]=3)[C:5]2=[N:6][CH:7]=1.C1(P(C2C=CC=CC=2)C2C=CC=CC=2)C=CC=CC=1.[CH3:56][O:57][CH2:58][CH2:59]O.CC(OC(/N=N/C(OC(C)C)=O)=O)C. (6) Given the product [C:28]([C:4]1[CH:3]=[C:2]([F:1])[CH:10]=[C:9]2[C:5]=1[C:6](=[O:25])[N:7]([CH:12]1[CH2:13][CH2:14][N:15]([C:18]([O:20][C:21]([CH3:24])([CH3:23])[CH3:22])=[O:19])[CH2:16][CH2:17]1)[CH:8]2[CH3:11])#[N:29], predict the reactants needed to synthesize it. The reactants are: [F:1][C:2]1[CH:10]=[C:9]2[C:5]([C:6](=[O:25])[N:7]([CH:12]3[CH2:17][CH2:16][N:15]([C:18]([O:20][C:21]([CH3:24])([CH3:23])[CH3:22])=[O:19])[CH2:14][CH2:13]3)[CH:8]2[CH3:11])=[C:4](I)[CH:3]=1.[Cu][C:28]#[N:29].ClCCl.C(O)C. (7) Given the product [CH3:1][N:2]([CH3:7])[CH2:3][CH2:4][N:5]([CH3:6])[C:9]1[CH:10]=[C:11]([NH:21][C:22]2[CH:26]=[C:25]([CH3:27])[NH:24][N:23]=2)[N:12]=[C:13]([C:15]2[CH:20]=[CH:19][CH:18]=[CH:17][CH:16]=2)[N:14]=1, predict the reactants needed to synthesize it. The reactants are: [CH3:1][N:2]([CH3:7])[CH2:3][CH2:4][NH:5][CH3:6].Cl[C:9]1[N:14]=[C:13]([C:15]2[CH:20]=[CH:19][CH:18]=[CH:17][CH:16]=2)[N:12]=[C:11]([NH:21][C:22]2[CH:26]=[C:25]([CH3:27])[NH:24][N:23]=2)[CH:10]=1. (8) The reactants are: [Br:1]N1C(=O)CCC1=O.C1C=CN=CC=1.[FH:15].[F:16][C:17]1[CH:18]=[C:19]([C:27]([O:29][CH3:30])=[O:28])[C:20]2[O:24][C:23]([CH3:25])=[CH:22][C:21]=2[CH:26]=1. Given the product [Br:1][C:23]1([CH3:25])[CH:22]([F:15])[C:21]2[CH:26]=[C:17]([F:16])[CH:18]=[C:19]([C:27]([O:29][CH3:30])=[O:28])[C:20]=2[O:24]1, predict the reactants needed to synthesize it. (9) Given the product [C:31]([C:2]1[N:3]=[C:4]([CH3:30])[C:5]([C:13]2[CH:22]=[CH:21][CH:20]=[C:19]3[C:14]=2[CH2:15][CH2:16][N:17]([C:23]([O:25][C:26]([CH3:28])([CH3:27])[CH3:29])=[O:24])[CH2:18]3)=[C:6]2[C:10]([CH3:11])=[C:9]([CH3:12])[NH:8][C:7]=12)#[N:32], predict the reactants needed to synthesize it. The reactants are: Cl[C:2]1[N:3]=[C:4]([CH3:30])[C:5]([C:13]2[CH:22]=[CH:21][CH:20]=[C:19]3[C:14]=2[CH2:15][CH2:16][N:17]([C:23]([O:25][C:26]([CH3:29])([CH3:28])[CH3:27])=[O:24])[CH2:18]3)=[C:6]2[C:10]([CH3:11])=[C:9]([CH3:12])[NH:8][C:7]=12.[CH3:31][N:32](C)C(=O)C. (10) The reactants are: Br[C:2]1[CH:8]=[CH:7][C:5]([NH2:6])=[C:4]([CH3:9])[CH:3]=1.[CH3:10][N:11]1[CH:15]=[C:14](B2OC(C)(C)C(C)(C)O2)[CH:13]=[N:12]1.C(=O)([O-])[O-].[Na+].[Na+]. Given the product [CH3:9][C:4]1[CH:3]=[C:2]([C:14]2[CH:13]=[N:12][N:11]([CH3:10])[CH:15]=2)[CH:8]=[CH:7][C:5]=1[NH2:6], predict the reactants needed to synthesize it.